This data is from Catalyst prediction with 721,799 reactions and 888 catalyst types from USPTO. The task is: Predict which catalyst facilitates the given reaction. (1) Reactant: [Cl:1][C:2]1[N:7]=[C:6]([NH:8][C:9]2[CH:14]=[CH:13][CH:12]=[C:11]([N+:15]([O-:17])=[O:16])[CH:10]=2)[C:5]([F:18])=[CH:4][N:3]=1.[CH3:19][C:20]([O:23][C:24](O[C:24]([O:23][C:20]([CH3:22])([CH3:21])[CH3:19])=[O:25])=[O:25])([CH3:22])[CH3:21].CCCCCC.C(OCC)(=O)C.O. Product: [Cl:1][C:2]1[N:7]=[C:6]([N:8]([C:9]2[CH:14]=[CH:13][CH:12]=[C:11]([N+:15]([O-:17])=[O:16])[CH:10]=2)[C:24](=[O:25])[O:23][C:20]([CH3:22])([CH3:21])[CH3:19])[C:5]([F:18])=[CH:4][N:3]=1. The catalyst class is: 239. (2) Reactant: [O:1]1[C:5]2([CH2:10][CH2:9][CH2:8][CH2:7][CH:6]2[NH:11][C:12]([NH:14][C:15]2[C:19]([CH3:20])=[CH:18][S:17][CH:16]=2)=[NH:13])[O:4][CH2:3][CH2:2]1.[Cl:21]N1C(=O)CCC1=O. Product: [Cl:21][C:16]1[S:17][CH:18]=[C:19]([CH3:20])[C:15]=1[NH:14][C:12]([NH:11][CH:6]1[CH2:7][CH2:8][CH2:9][CH2:10][C:5]21[O:1][CH2:2][CH2:3][O:4]2)=[NH:13]. The catalyst class is: 15. (3) Reactant: [CH3:1][O:2][C:3](=[O:20])[C:4]1[CH:9]=[C:8]([N+:10]([O-])=O)[CH:7]=[CH:6][C:5]=1[O:13][C:14]1[CH:19]=[CH:18][CH:17]=[CH:16][CH:15]=1. Product: [CH3:1][O:2][C:3](=[O:20])[C:4]1[CH:9]=[C:8]([NH2:10])[CH:7]=[CH:6][C:5]=1[O:13][C:14]1[CH:15]=[CH:16][CH:17]=[CH:18][CH:19]=1. The catalyst class is: 29.